This data is from NCI-60 drug combinations with 297,098 pairs across 59 cell lines. The task is: Regression. Given two drug SMILES strings and cell line genomic features, predict the synergy score measuring deviation from expected non-interaction effect. (1) Drug 1: CN(CC1=CN=C2C(=N1)C(=NC(=N2)N)N)C3=CC=C(C=C3)C(=O)NC(CCC(=O)O)C(=O)O. Drug 2: CCC1(CC2CC(C3=C(CCN(C2)C1)C4=CC=CC=C4N3)(C5=C(C=C6C(=C5)C78CCN9C7C(C=CC9)(C(C(C8N6C=O)(C(=O)OC)O)OC(=O)C)CC)OC)C(=O)OC)O.OS(=O)(=O)O. Cell line: SNB-19. Synergy scores: CSS=70.9, Synergy_ZIP=-3.29, Synergy_Bliss=-2.84, Synergy_Loewe=-7.22, Synergy_HSA=-6.68. (2) Drug 2: CC1=C2C(C(=O)C3(C(CC4C(C3C(C(C2(C)C)(CC1OC(=O)C(C(C5=CC=CC=C5)NC(=O)OC(C)(C)C)O)O)OC(=O)C6=CC=CC=C6)(CO4)OC(=O)C)O)C)O. Drug 1: CC12CCC3C(C1CCC2O)C(CC4=C3C=CC(=C4)O)CCCCCCCCCS(=O)CCCC(C(F)(F)F)(F)F. Synergy scores: CSS=24.1, Synergy_ZIP=2.41, Synergy_Bliss=7.07, Synergy_Loewe=6.79, Synergy_HSA=7.25. Cell line: SK-OV-3. (3) Drug 1: CNC(=O)C1=CC=CC=C1SC2=CC3=C(C=C2)C(=NN3)C=CC4=CC=CC=N4. Drug 2: C1=NC2=C(N1)C(=S)N=CN2. Cell line: OVCAR-4. Synergy scores: CSS=23.0, Synergy_ZIP=-9.96, Synergy_Bliss=-16.0, Synergy_Loewe=-28.1, Synergy_HSA=-16.0. (4) Drug 1: CC1C(C(CC(O1)OC2CC(OC(C2O)C)OC3=CC4=CC5=C(C(=O)C(C(C5)C(C(=O)C(C(C)O)O)OC)OC6CC(C(C(O6)C)O)OC7CC(C(C(O7)C)O)OC8CC(C(C(O8)C)O)(C)O)C(=C4C(=C3C)O)O)O)O. Drug 2: CC(C)NC(=O)C1=CC=C(C=C1)CNNC.Cl. Cell line: SF-295. Synergy scores: CSS=18.1, Synergy_ZIP=0.696, Synergy_Bliss=1.01, Synergy_Loewe=-37.9, Synergy_HSA=-1.05. (5) Synergy scores: CSS=11.7, Synergy_ZIP=-7.89, Synergy_Bliss=-5.15, Synergy_Loewe=-4.36, Synergy_HSA=-4.36. Drug 2: C1CN1P(=S)(N2CC2)N3CC3. Cell line: SF-295. Drug 1: CC1=C(C=C(C=C1)NC2=NC=CC(=N2)N(C)C3=CC4=NN(C(=C4C=C3)C)C)S(=O)(=O)N.Cl. (6) Drug 2: CC1C(C(CC(O1)OC2CC(CC3=C2C(=C4C(=C3O)C(=O)C5=CC=CC=C5C4=O)O)(C(=O)C)O)N)O. Cell line: SK-MEL-28. Synergy scores: CSS=54.7, Synergy_ZIP=-2.35, Synergy_Bliss=0.502, Synergy_Loewe=-0.742, Synergy_HSA=1.66. Drug 1: CC1C(C(CC(O1)OC2CC(CC3=C2C(=C4C(=C3O)C(=O)C5=C(C4=O)C(=CC=C5)OC)O)(C(=O)C)O)N)O.Cl. (7) Cell line: HT29. Drug 2: C1=NC2=C(N1)C(=S)N=CN2. Synergy scores: CSS=33.8, Synergy_ZIP=-6.00, Synergy_Bliss=-5.99, Synergy_Loewe=-7.40, Synergy_HSA=-2.62. Drug 1: CS(=O)(=O)CCNCC1=CC=C(O1)C2=CC3=C(C=C2)N=CN=C3NC4=CC(=C(C=C4)OCC5=CC(=CC=C5)F)Cl.